Dataset: Full USPTO retrosynthesis dataset with 1.9M reactions from patents (1976-2016). Task: Predict the reactants needed to synthesize the given product. (1) Given the product [C:33]([O:32][C@@H:30]([C:26]1[CH:25]=[CH:24][C:23]2[C:28](=[CH:29][C:20](/[CH:15]=[CH:14]/[C:10]([C:7]([O:6][Si:5]([C:1]([CH3:4])([CH3:3])[CH3:2])([CH3:18])[CH3:17])([CH3:8])[CH3:9])([CH3:16])[C:11]([OH:13])=[O:12])=[CH:21][CH:22]=2)[N:27]=1)[CH3:31])(=[O:35])[CH3:34], predict the reactants needed to synthesize it. The reactants are: [C:1]([Si:5]([CH3:18])([CH3:17])[O:6][C:7]([C:10]([CH3:16])([CH:14]=[CH2:15])[C:11]([OH:13])=[O:12])([CH3:9])[CH3:8])([CH3:4])([CH3:3])[CH3:2].Br[C:20]1[CH:29]=[C:28]2[C:23]([CH:24]=[CH:25][C:26]([C@H:30]([O:32][C:33](=[O:35])[CH3:34])[CH3:31])=[N:27]2)=[CH:22][CH:21]=1.C1(C)C=CC=CC=1P(C1C=CC=CC=1C)C1C=CC=CC=1C.C(N(CC)CC)C. (2) Given the product [C:12]([O:11][C:9]([N:1]([CH2:23][C:24]1[CH:25]=[C:26]([CH:32]=[CH:33][C:34]=1[F:35])[C:27]([OH:29])=[O:28])[C:2]([O:4][C:5]([CH3:6])([CH3:7])[CH3:8])=[O:3])=[O:10])([CH3:15])([CH3:14])[CH3:13], predict the reactants needed to synthesize it. The reactants are: [NH:1]([C:9]([O:11][C:12]([CH3:15])([CH3:14])[CH3:13])=[O:10])[C:2]([O:4][C:5]([CH3:8])([CH3:7])[CH3:6])=[O:3].CC(C)([O-])C.[K+].Br[CH2:23][C:24]1[CH:25]=[C:26]([CH:32]=[CH:33][C:34]=1[F:35])[C:27]([O:29]CC)=[O:28].O. (3) Given the product [NH2:1][C:2]1[N:7]=[C:6]([N:8]2[C:12]3[CH:13]=[C:14]([C:32]#[C:31][C:29]([C:26]4[CH:25]=[CH:24][C:23]([F:22])=[CH:28][N:27]=4)([OH:33])[CH3:30])[CH:15]=[CH:16][C:11]=3[N:10]=[C:9]2[O:18][CH2:19][CH2:20][OH:21])[CH:5]=[CH:4][N:3]=1, predict the reactants needed to synthesize it. The reactants are: [NH2:1][C:2]1[N:7]=[C:6]([N:8]2[C:12]3[CH:13]=[C:14](Br)[CH:15]=[CH:16][C:11]=3[N:10]=[C:9]2[O:18][CH2:19][CH2:20][OH:21])[CH:5]=[CH:4][N:3]=1.[F:22][C:23]1[CH:24]=[CH:25][C:26]([C:29]([OH:33])([C:31]#[CH:32])[CH3:30])=[N:27][CH:28]=1.C(N(CC)CC)C. (4) Given the product [NH:15]1[CH2:16][CH2:17][CH2:18][CH2:19][C@H:13]([NH:12][C:10]([C:9]2[CH:8]=[C:7]([C:20]#[CH:21])[S:6][C:5]=2[NH:4][C:2]([NH2:1])=[O:3])=[O:11])[CH2:14]1, predict the reactants needed to synthesize it. The reactants are: [NH2:1][C:2]([NH:4][C:5]1[S:6][C:7]([C:20]#[C:21][Si](C)(C)C)=[CH:8][C:9]=1[C:10]([NH:12][C@H:13]1[CH2:19][CH2:18][CH2:17][CH2:16][NH:15][CH2:14]1)=[O:11])=[O:3].CCCC[N+](CCCC)(CCCC)CCCC.[F-]. (5) Given the product [C:1]([O:5][C:6]([N:8]1[CH2:9][CH2:10][CH:11]([C:14](=[O:16])[NH:29][C:23]2[CH:24]=[CH:25][CH:26]=[C:27]([CH3:28])[C:22]=2[Br:21])[CH2:12][CH2:13]1)=[O:7])([CH3:2])([CH3:3])[CH3:4], predict the reactants needed to synthesize it. The reactants are: [C:1]([O:5][C:6]([N:8]1[CH2:13][CH2:12][CH:11]([C:14]([OH:16])=O)[CH2:10][CH2:9]1)=[O:7])([CH3:4])([CH3:3])[CH3:2].S(Cl)(Cl)=O.[Br:21][C:22]1[C:27]([CH3:28])=[CH:26][CH:25]=[CH:24][C:23]=1[NH2:29].C(N(CC)CC)C. (6) The reactants are: Br[C:2]1[CH:3]=[N:4][C:5]2[C:10]([CH:11]=1)=[CH:9][CH:8]=[N:7][C:6]=2[Cl:12].CCN(C(C)C)C(C)C.CC1(C)C2C(=C(P(C3C=CC=CC=3)C3C=CC=CC=3)C=CC=2)OC2C(P(C3C=CC=CC=3)C3C=CC=CC=3)=CC=CC1=2.[CH2:64]([SH:71])[C:65]1[CH:70]=[CH:69][CH:68]=[CH:67][CH:66]=1. Given the product [CH2:64]([S:71][C:2]1[CH:3]=[N:4][C:5]2[C:10]([CH:11]=1)=[CH:9][CH:8]=[N:7][C:6]=2[Cl:12])[C:65]1[CH:70]=[CH:69][CH:68]=[CH:67][CH:66]=1, predict the reactants needed to synthesize it. (7) The reactants are: P(Cl)(Cl)(Cl)=O.[N+:6]([C:9]1[CH:10]=[N:11][C:12]2[C:17]([C:18]=1O)=[N:16][CH:15]=[CH:14][CH:13]=2)([O-:8])=[O:7].O[NH:21][CH2:22][CH:23]([CH3:25])[CH3:24].[OH2:26]. Given the product [CH3:24][C:23]([CH3:25])([OH:26])[CH2:22][NH:21][C:18]1[C:17]2[C:12](=[CH:13][CH:14]=[CH:15][N:16]=2)[N:11]=[CH:10][C:9]=1[N+:6]([O-:8])=[O:7], predict the reactants needed to synthesize it. (8) Given the product [C:7]1([CH:6]2[S:5][CH2:1][CH2:2][CH2:3][S:4]2)[CH:12]=[CH:11][CH:10]=[CH:9][CH:8]=1, predict the reactants needed to synthesize it. The reactants are: [CH2:1]([SH:5])[CH2:2][CH2:3][SH:4].[CH:6](=O)[C:7]1[CH:12]=[CH:11][CH:10]=[CH:9][CH:8]=1.Cl. (9) Given the product [Si:17]([O:34][CH2:35][C:36]1[CH:41]=[C:40]([C:42]([F:45])([F:43])[F:44])[N:39]=[C:38]([O:3][CH:4]2[CH2:5][CH2:6][N:7]([C:10]([O:12][C:13]([CH3:16])([CH3:15])[CH3:14])=[O:11])[CH2:8][CH2:9]2)[CH:37]=1)([C:30]([CH3:33])([CH3:31])[CH3:32])([C:24]1[CH:25]=[CH:26][CH:27]=[CH:28][CH:29]=1)[C:18]1[CH:19]=[CH:20][CH:21]=[CH:22][CH:23]=1, predict the reactants needed to synthesize it. The reactants are: [H-].[Na+].[OH:3][CH:4]1[CH2:9][CH2:8][N:7]([C:10]([O:12][C:13]([CH3:16])([CH3:15])[CH3:14])=[O:11])[CH2:6][CH2:5]1.[Si:17]([O:34][CH2:35][C:36]1[CH:41]=[C:40]([C:42]([F:45])([F:44])[F:43])[N:39]=[C:38](Cl)[CH:37]=1)([C:30]([CH3:33])([CH3:32])[CH3:31])([C:24]1[CH:29]=[CH:28][CH:27]=[CH:26][CH:25]=1)[C:18]1[CH:23]=[CH:22][CH:21]=[CH:20][CH:19]=1.